Dataset: Forward reaction prediction with 1.9M reactions from USPTO patents (1976-2016). Task: Predict the product of the given reaction. (1) Given the reactants [Cl:1][C:2]1[CH:3]=[C:4]2[CH:10]=[C:9]([C:11]([OH:13])=O)[NH:8][C:5]2=[CH:6][N:7]=1.CCN=C=NCCCN(C)C.C1C=C2N=NN(O)C2=CC=1.O.[NH2:36][CH:37]1[CH2:46][C:45]2[C:40](=[CH:41][C:42]([Cl:47])=[CH:43][CH:44]=2)[N:39]([CH2:48][CH2:49][O:50][Si:51]([C:54]([CH3:57])([CH3:56])[CH3:55])([CH3:53])[CH3:52])[C:38]1=[O:58].CCN(C(C)C)C(C)C, predict the reaction product. The product is: [C:54]([Si:51]([CH3:53])([CH3:52])[O:50][CH2:49][CH2:48][N:39]1[C:40]2[C:45](=[CH:44][CH:43]=[C:42]([Cl:47])[CH:41]=2)[CH2:46][CH:37]([NH:36][C:11]([C:9]2[NH:8][C:5]3[CH:4]=[CH:3][C:2]([Cl:1])=[N:7][C:6]=3[CH:10]=2)=[O:13])[C:38]1=[O:58])([CH3:57])([CH3:56])[CH3:55]. (2) Given the reactants [Cl:1][C:2]1[N:7]=[C:6]([N:8]2[CH2:12][CH2:11][C@:10]([CH:15]([CH3:17])[CH3:16])([C:13]#[N:14])[C:9]2=[O:18])[CH:5]=[CH:4][N:3]=1.[NH2:19][C:20]1[CH:21]=[N:22][N:23]([CH2:25][C:26]([NH:28][CH3:29])=[O:27])[CH:24]=1.C(O)(=O)C, predict the reaction product. The product is: [ClH:1].[C:13]([C@@:10]1([CH:15]([CH3:17])[CH3:16])[CH2:11][CH2:12][N:8]([C:6]2[CH:5]=[CH:4][N:3]=[C:2]([NH:19][C:20]3[CH:21]=[N:22][N:23]([CH2:25][C:26]([NH:28][CH3:29])=[O:27])[CH:24]=3)[N:7]=2)[C:9]1=[O:18])#[N:14]. (3) The product is: [NH2:14][C:12]([CH3:17])([CH3:13])[CH2:11][CH2:10][CH2:9][N:8]1[C:4]2[CH:3]=[C:2]([F:1])[CH:21]=[CH:20][C:5]=2[N:6]([CH3:19])[C:7]1=[O:18]. Given the reactants [F:1][C:2]1[CH:21]=[CH:20][C:5]2[N:6]([CH3:19])[C:7](=[O:18])[N:8]([CH2:9][CH2:10][CH2:11][C:12]([CH3:17])([N+:14]([O-])=O)[CH3:13])[C:4]=2[CH:3]=1.[H][H].C(O)C.Cl, predict the reaction product. (4) Given the reactants [CH:1]1(CN)[CH2:6][CH2:5][CH2:4][CH2:3][CH2:2]1.[N+:9]([C:12]1[CH:17]=[CH:16][CH:15]=[CH:14][C:13]=1[S:18](Cl)(=[O:20])=[O:19])([O-])=O.[N:22]1C=CC=C[CH:23]=1, predict the reaction product. The product is: [NH2:9][C:12]1[CH:17]=[CH:16][CH:15]=[CH:14][C:13]=1[S:18]([N:22]([CH:1]1[CH2:2][CH2:3][CH2:4][CH2:5][CH2:6]1)[CH3:23])(=[O:20])=[O:19].